From a dataset of Forward reaction prediction with 1.9M reactions from USPTO patents (1976-2016). Predict the product of the given reaction. Given the reactants [H-].[Na+].[NH:3]1[C:9]2[CH:10]=[CH:11][CH:12]=[CH:13][C:8]=2[CH:7]=[CH:6][CH:5]=[CH:4]1.I[CH2:15][Si:16]([CH3:19])([CH3:18])[CH3:17], predict the reaction product. The product is: [CH3:15][Si:16]([CH2:19][N:3]1[C:9]2[CH:10]=[CH:11][CH:12]=[CH:13][C:8]=2[CH:7]=[CH:6][CH:5]=[CH:4]1)([CH3:18])[CH3:17].